This data is from TCR-epitope binding with 47,182 pairs between 192 epitopes and 23,139 TCRs. The task is: Binary Classification. Given a T-cell receptor sequence (or CDR3 region) and an epitope sequence, predict whether binding occurs between them. The epitope is KMQRMLLEK. The TCR CDR3 sequence is CAISSGDTGELFF. Result: 0 (the TCR does not bind to the epitope).